From a dataset of Catalyst prediction with 721,799 reactions and 888 catalyst types from USPTO. Predict which catalyst facilitates the given reaction. (1) Reactant: [NH2:1][CH2:2][C:3]([O:5][CH3:6])=[O:4].Cl[C:8]1[C:16]([N+:17]([O-:19])=[O:18])=[CH:15][CH:14]=[CH:13][C:9]=1[C:10]([OH:12])=[O:11].C([O-])([O-])=O.[Na+].[Na+]. Product: [C:10]([C:9]1[C:8]([NH:1][CH2:2][C:3]([O:5][CH3:6])=[O:4])=[C:16]([N+:17]([O-:19])=[O:18])[CH:15]=[CH:14][CH:13]=1)([OH:12])=[O:11]. The catalyst class is: 107. (2) Reactant: [CH3:1][N:2]([C:12]1[CH:17]=[CH:16][CH:15]=[C:14]([C:18]2[CH:23]=[CH:22][CH:21]=[CH:20][CH:19]=2)[N:13]=1)[C:3]1[CH:8]=[CH:7][N:6]=[C:5](S(C)=O)[N:4]=1.[NH2:24][CH:25]([CH3:35])[CH2:26][C:27]1[CH:28]=[C:29]([CH2:33][OH:34])[CH:30]=[CH:31][CH:32]=1. Product: [CH3:1][N:2]([C:12]1[CH:17]=[CH:16][CH:15]=[C:14]([C:18]2[CH:23]=[CH:22][CH:21]=[CH:20][CH:19]=2)[N:13]=1)[C:3]1[CH:8]=[CH:7][N:6]=[C:5]([NH:24][CH:25]([CH3:35])[CH2:26][C:27]2[CH:28]=[C:29]([CH2:33][OH:34])[CH:30]=[CH:31][CH:32]=2)[N:4]=1. The catalyst class is: 12. (3) Reactant: [Br:1][C:2]1[CH:3]=[C:4]([NH2:11])[C:5]2[CH:6]=[N:7][NH:8][C:9]=2[CH:10]=1.Cl.[N:13]1[CH:18]=[CH:17][CH:16]=[CH:15][C:14]=1[C:19](Cl)=[O:20].CCN(C(C)C)C(C)C. Product: [Br:1][C:2]1[CH:10]=[C:9]2[C:5]([CH:6]=[N:7][NH:8]2)=[C:4]([NH:11][C:19]([C:14]2[CH:15]=[CH:16][CH:17]=[CH:18][N:13]=2)=[O:20])[CH:3]=1. The catalyst class is: 2. (4) Reactant: [CH:1]1([N:7]2[C:12](=[O:13])[C:11]([C:14]([NH:16][CH2:17][C:18]([O:20]CC)=[O:19])=[O:15])=[C:10]([OH:23])[C:9]([C:24](OC)=[O:25])=[C:8]2[OH:28])[CH2:6][CH2:5][CH2:4][CH2:3][CH2:2]1.Cl.[NH2:30][CH2:31][C:32]1[CH:37]=[CH:36][C:35]([S:38]([NH2:41])(=[O:40])=[O:39])=[CH:34][CH:33]=1.C(N(C(C)C)CC)(C)C.[OH-].[Na+]. Product: [NH2:41][S:38]([C:35]1[CH:34]=[CH:33][C:32]([CH2:31][NH:30][C:24]([C:9]2[C:10]([OH:23])=[C:11]([C:14]([NH:16][CH2:17][C:18]([OH:20])=[O:19])=[O:15])[C:12](=[O:13])[N:7]([CH:1]3[CH2:6][CH2:5][CH2:4][CH2:3][CH2:2]3)[C:8]=2[OH:28])=[O:25])=[CH:37][CH:36]=1)(=[O:39])=[O:40]. The catalyst class is: 12. (5) Reactant: [CH3:1][N:2]1[C:6]2[CH:7]=[C:8]([O:11][CH3:12])[CH:9]=[CH:10][C:5]=2[N:4]=[C:3]1[CH2:13][O:14][C:15]1[CH:20]=[CH:19][C:18]([C:21]([CH3:27])([OH:26])[C:22]([O:24]C)=[O:23])=[CH:17][CH:16]=1.Cl. Product: [CH3:1][N:2]1[C:6]2[CH:7]=[C:8]([O:11][CH3:12])[CH:9]=[CH:10][C:5]=2[N:4]=[C:3]1[CH2:13][O:14][C:15]1[CH:20]=[CH:19][C:18]([C:21]([CH3:27])([OH:26])[C:22]([OH:24])=[O:23])=[CH:17][CH:16]=1. The catalyst class is: 12. (6) Reactant: [Cl:1][C:2]1[C:7]([Cl:8])=[C:6]([C:9]2[S:13][C:12]([C:14]([NH:16][NH2:17])=[O:15])=[N:11][C:10]=2[CH2:18][N:19]2[CH2:24][CH2:23][CH2:22][C:21]([F:26])([F:25])[CH2:20]2)[CH:5]=[CH:4][C:3]=1[S:27]([NH:30][C@@H:31]([CH2:36][CH3:37])[C:32]([F:35])([F:34])[F:33])(=[O:29])=[O:28].[CH3:38][O:39][C:40](=[O:48])[C:41]([CH3:47])([CH3:46])[CH2:42][C:43](O)=[O:44].CN(C(ON1N=NC2C=CC=NC1=2)=[N+](C)C)C.F[P-](F)(F)(F)(F)F.O. Product: [Cl:8][C:7]1[C:2]([Cl:1])=[C:3]([S:27](=[O:28])(=[O:29])[NH:30][C@@H:31]([CH2:36][CH3:37])[C:32]([F:34])([F:33])[F:35])[CH:4]=[CH:5][C:6]=1[C:9]1[S:13][C:12]([C:14]([NH:16][NH:17][C:43](=[O:44])[CH2:42][C:41]([CH3:47])([CH3:46])[C:40]([O:39][CH3:38])=[O:48])=[O:15])=[N:11][C:10]=1[CH2:18][N:19]1[CH2:24][CH2:23][CH2:22][C:21]([F:25])([F:26])[CH2:20]1. The catalyst class is: 23. (7) Reactant: [F:1][C:2]1[CH:3]=[CH:4][C:5]([O:22][CH3:23])=[C:6]([CH2:8][CH2:9][N:10]=[CH:11][C:12]2[CH:21]=[CH:20][C:15]([C:16]([O:18][CH3:19])=[O:17])=[CH:14][CH:13]=2)[CH:7]=1.[BH4-].[Na+].O. Product: [F:1][C:2]1[CH:3]=[CH:4][C:5]([O:22][CH3:23])=[C:6]([CH2:8][CH2:9][NH:10][CH2:11][C:12]2[CH:13]=[CH:14][C:15]([C:16]([O:18][CH3:19])=[O:17])=[CH:20][CH:21]=2)[CH:7]=1. The catalyst class is: 5. (8) Reactant: C([N:8](CC1C=CC=CC=1)[C:9]1[CH:10]=[CH:11][CH:12]=[C:13]2[C:17]=1[C:16](=[O:18])[N:15]([CH2:19][CH2:20][F:21])[C:14]2([CH3:23])[CH3:22])C1C=CC=CC=1. Product: [NH2:8][C:9]1[CH:10]=[CH:11][CH:12]=[C:13]2[C:17]=1[C:16](=[O:18])[N:15]([CH2:19][CH2:20][F:21])[C:14]2([CH3:23])[CH3:22]. The catalyst class is: 19. (9) Reactant: [I:1][C:2]1[CH:3]=[C:4]([CH:6]=[CH:7][CH:8]=1)[NH2:5].[N:9]([CH2:12][C:13]([O:15][CH2:16][CH3:17])=[O:14])=[C:10]=[O:11].CCO. Product: [I:1][C:2]1[CH:3]=[C:4]([NH:5][C:10]([NH:9][CH2:12][C:13]([O:15][CH2:16][CH3:17])=[O:14])=[O:11])[CH:6]=[CH:7][CH:8]=1. The catalyst class is: 4.